From a dataset of Catalyst prediction with 721,799 reactions and 888 catalyst types from USPTO. Predict which catalyst facilitates the given reaction. (1) Product: [Br:1][C:2]1[CH:7]=[CH:6][C:5]([C:8]2([C:14]3[S:16][CH:18]=[C:19]([C:20]([O:22][CH2:23][CH3:24])=[O:21])[N:15]=3)[CH2:9][CH2:10][O:11][CH2:12][CH2:13]2)=[CH:4][CH:3]=1. The catalyst class is: 32. Reactant: [Br:1][C:2]1[CH:7]=[CH:6][C:5]([C:8]2([C:14](=[S:16])[NH2:15])[CH2:13][CH2:12][O:11][CH2:10][CH2:9]2)=[CH:4][CH:3]=1.Br[CH2:18][C:19](=O)[C:20]([O:22][CH2:23][CH3:24])=[O:21]. (2) Reactant: [C:1]([N:4]1[CH2:9][CH2:8][N:7]([C:10]2[N:11]([CH2:32][C:33]([F:36])([F:35])[F:34])[C:12]3[C:17]([N:18]=2)=[C:16]([N:19]2[CH2:24][CH2:23][O:22][CH2:21][CH2:20]2)[N:15]=[C:14]([C:25]2[CH:26]=[N:27][C:28]([NH2:31])=[N:29][CH:30]=2)[N:13]=3)[CH2:6][C@@H:5]1[CH3:37])(=[O:3])[CH3:2].[S:38](=[O:42])(=[O:41])([OH:40])[OH:39]. Product: [S:38]([OH:42])([OH:41])(=[O:40])=[O:39].[C:1]([N:4]1[CH2:9][CH2:8][N:7]([C:10]2[N:11]([CH2:32][C:33]([F:36])([F:35])[F:34])[C:12]3[C:17]([N:18]=2)=[C:16]([N:19]2[CH2:20][CH2:21][O:22][CH2:23][CH2:24]2)[N:15]=[C:14]([C:25]2[CH:26]=[N:27][C:28]([NH2:31])=[N:29][CH:30]=2)[N:13]=3)[CH2:6][C@@H:5]1[CH3:37])(=[O:3])[CH3:2]. The catalyst class is: 8. (3) Reactant: Br[C:2]1[S:6][C:5]([C:7]([O-:9])=[O:8])=[C:4]([N:10]([C@H:20]2[CH2:25][CH2:24][C@H:23]([OH:26])[CH2:22][CH2:21]2)[C:11]([C@H:13]2[CH2:18][CH2:17][C@H:16]([CH3:19])[CH2:15][CH2:14]2)=[O:12])[CH:3]=1.[Li+].[O:28]1[C:32]2([CH2:37][CH2:36][C:35](B(O)O)=[CH:34][CH2:33]2)[O:31][CH2:30][CH2:29]1.C([O-])([O-])=O.[Na+].[Na+]. Product: [O:28]1[C:32]2([CH2:37][CH2:36][C:35]([C:2]3[S:6][C:5]([C:7]([OH:9])=[O:8])=[C:4]([N:10]([C@H:20]4[CH2:21][CH2:22][C@H:23]([OH:26])[CH2:24][CH2:25]4)[C:11]([C@H:13]4[CH2:18][CH2:17][C@H:16]([CH3:19])[CH2:15][CH2:14]4)=[O:12])[CH:3]=3)=[CH:34][CH2:33]2)[O:31][CH2:30][CH2:29]1. The catalyst class is: 3. (4) Product: [F:1][C:2]1[CH:7]=[CH:6][C:5]([C:8]2[S:9][CH:10]=[C:11]([CH3:13])[N:12]=2)=[C:4]([CH:3]=1)[NH2:14]. Reactant: [F:1][C:2]1[CH:7]=[CH:6][C:5]([C:8]2[S:9][CH:10]=[C:11]([CH3:13])[N:12]=2)=[C:4]([N+:14]([O-])=O)[CH:3]=1.[H][H]. The catalyst class is: 29. (5) Reactant: C([O:3][C:4]([C:6]1[C:7](=[O:24])[C:8]2[N:9]=[C:10]([CH2:16][C:17]3[CH:22]=[CH:21][CH:20]=[C:19]([Cl:23])[CH:18]=3)[N:11]=[CH:12][C:13]=2[NH:14][CH:15]=1)=[O:5])C.Cl. Product: [Cl:23][C:19]1[CH:18]=[C:17]([CH:22]=[CH:21][CH:20]=1)[CH2:16][C:10]1[N:11]=[CH:12][C:13]2[NH:14][CH:15]=[C:6]([C:4]([OH:5])=[O:3])[C:7](=[O:24])[C:8]=2[N:9]=1. The catalyst class is: 15. (6) Reactant: [Cl:1][CH2:2][C:3]([NH:5][C:6]1[CH:11]=[CH:10][C:9]([F:12])=[CH:8][C:7]=1[NH:13][C:14]1[CH:19]=[CH:18][CH:17]=[CH:16][CH:15]=1)=O. Product: [Cl:1][CH2:2][C:3]1[N:13]([C:14]2[CH:19]=[CH:18][CH:17]=[CH:16][CH:15]=2)[C:7]2[CH:8]=[C:9]([F:12])[CH:10]=[CH:11][C:6]=2[N:5]=1. The catalyst class is: 52. (7) Reactant: [CH3:1][S:2][C:3]1[CH:4]=[N:5][CH:6]=[C:7]([CH:12]=1)[C:8](OC)=[O:9].[H-].[Al+3].[Li+].[H-].[H-].[H-].[Cl-].[NH4+]. Product: [CH3:1][S:2][C:3]1[CH:12]=[C:7]([CH2:8][OH:9])[CH:6]=[N:5][CH:4]=1. The catalyst class is: 280. (8) Reactant: [CH2:1]([C:5]1[C:9]([CH2:10]O)=[C:8]([CH3:12])[O:7][N:6]=1)[CH2:2][CH2:3][CH3:4].S(Cl)([Cl:15])=O. Product: [CH2:1]([C:5]1[C:9]([CH2:10][Cl:15])=[C:8]([CH3:12])[O:7][N:6]=1)[CH2:2][CH2:3][CH3:4]. The catalyst class is: 4. (9) Reactant: [CH:1]1([C:7]2[CH:12]=[CH:11][C:10]([N+:13]([O-:15])=[O:14])=[CH:9][CH:8]=2)[CH2:6][CH2:5][CH2:4][CH2:3][CH2:2]1.[Br:16]N1C(=O)CCC1=O.C(OOC(=O)C1C=CC=CC=1)(=O)C1C=CC=CC=1. Product: [Br:16][C:1]1([C:7]2[CH:8]=[CH:9][C:10]([N+:13]([O-:15])=[O:14])=[CH:11][CH:12]=2)[CH2:2][CH2:3][CH2:4][CH2:5][CH2:6]1. The catalyst class is: 717.